Dataset: Catalyst prediction with 721,799 reactions and 888 catalyst types from USPTO. Task: Predict which catalyst facilitates the given reaction. (1) Reactant: [CH2:1]([N:8]([CH3:29])[C:9]1[C:10]2[CH2:26][O:25][C:24]([CH3:28])([CH3:27])[CH2:23][C:11]=2[C:12]2[C:16]3=[N:17][CH:18]=[N:19][C:20](Cl)=[C:15]3[S:14][C:13]=2[N:22]=1)[C:2]1[CH:7]=[CH:6][CH:5]=[CH:4][CH:3]=1.[N:30]1([CH2:36][CH2:37][NH2:38])[CH2:35][CH2:34][O:33][CH2:32][CH2:31]1. Product: [CH2:1]([N:8]([CH3:29])[C:9]1[C:10]2[CH2:26][O:25][C:24]([CH3:28])([CH3:27])[CH2:23][C:11]=2[C:12]2[C:16]3=[N:17][CH:18]=[N:19][C:20]([NH:38][CH2:37][CH2:36][N:30]4[CH2:35][CH2:34][O:33][CH2:32][CH2:31]4)=[C:15]3[S:14][C:13]=2[N:22]=1)[C:2]1[CH:7]=[CH:6][CH:5]=[CH:4][CH:3]=1. The catalyst class is: 8. (2) Reactant: [CH3:1][S:2]([CH2:5][C:6]1[CH:11]=[C:10]([N:12]2[CH2:17][CH2:16][O:15][CH2:14][CH2:13]2)[N:9]=[C:8]([C:18]2[CH:24]=[CH:23][C:21]([NH2:22])=[CH:20][CH:19]=2)[N:7]=1)(=[O:4])=[O:3].[CH3:25][S:26](Cl)(=[O:28])=[O:27].O. Product: [CH3:1][S:2]([CH2:5][C:6]1[CH:11]=[C:10]([N:12]2[CH2:17][CH2:16][O:15][CH2:14][CH2:13]2)[N:9]=[C:8]([C:18]2[CH:24]=[CH:23][C:21]([NH:22][S:26]([CH3:25])(=[O:28])=[O:27])=[CH:20][CH:19]=2)[N:7]=1)(=[O:4])=[O:3]. The catalyst class is: 17. (3) Reactant: [CH2:1]([C:3]1[N:8]=[C:7]([NH2:9])[N:6]=[C:5]([NH2:10])[CH:4]=1)[CH3:2].[Br:11]Br. Product: [Br:11][C:4]1[C:5]([NH2:10])=[N:6][C:7]([NH2:9])=[N:8][C:3]=1[CH2:1][CH3:2]. The catalyst class is: 14. (4) Reactant: C[O-].[Na+].CO.F[C:7]1[CH:16]=[C:15]([F:17])[CH:14]=[C:13]2[C:8]=1[C:9](=[O:34])[NH:10][C:11]([C:18]1[C:23]([NH:24][CH:25]3[CH2:30][CH2:29][N:28]([CH:31]([CH3:33])[CH3:32])[CH2:27][CH2:26]3)=[CH:22][CH:21]=[CH:20][N:19]=1)=[N:12]2.Cl.[C:36]([O-])([O-])=[O:37].[Na+].[Na+]. Product: [F:17][C:15]1[CH:14]=[C:13]2[C:8]([C:9](=[O:34])[NH:10][C:11]([C:18]3[C:23]([NH:24][CH:25]4[CH2:26][CH2:27][N:28]([CH:31]([CH3:32])[CH3:33])[CH2:29][CH2:30]4)=[CH:22][CH:21]=[CH:20][N:19]=3)=[N:12]2)=[C:7]([O:37][CH3:36])[CH:16]=1. The catalyst class is: 3. (5) Reactant: [C:1]([C:5]1[CH:9]=[C:8]([NH2:10])[N:7]([C:11]2[CH:16]=[CH:15][C:14]([CH3:17])=[CH:13][CH:12]=2)[N:6]=1)([CH3:4])([CH3:3])[CH3:2].[C:18](=O)(O)[O-:19].[Na+].C(Cl)(Cl)=O.[NH2:27][CH2:28][C:29]1[CH:56]=[C:55]([F:57])[CH:54]=[CH:53][C:30]=1[CH2:31][O:32][C:33]1[CH:38]=[C:37]([CH3:39])[N:36]([C:40]2[CH:41]=[C:42]([CH:47]=[CH:48][C:49]=2[CH3:50])[C:43]([O:45][CH3:46])=[O:44])[C:35](=[O:51])[C:34]=1[Cl:52]. Product: [C:1]([C:5]1[CH:9]=[C:8]([NH:10][C:18]([NH:27][CH2:28][C:29]2[CH:56]=[C:55]([F:57])[CH:54]=[CH:53][C:30]=2[CH2:31][O:32][C:33]2[CH:38]=[C:37]([CH3:39])[N:36]([C:40]3[CH:41]=[C:42]([CH:47]=[CH:48][C:49]=3[CH3:50])[C:43]([O:45][CH3:46])=[O:44])[C:35](=[O:51])[C:34]=2[Cl:52])=[O:19])[N:7]([C:11]2[CH:12]=[CH:13][C:14]([CH3:17])=[CH:15][CH:16]=2)[N:6]=1)([CH3:4])([CH3:3])[CH3:2]. The catalyst class is: 168.